Task: Predict the reactants needed to synthesize the given product.. Dataset: Full USPTO retrosynthesis dataset with 1.9M reactions from patents (1976-2016) (1) Given the product [C:4]([C:6]1([NH:10][C:11]([CH:13]2[NH:20][N:19]([C:21]3[CH:26]=[CH:25][C:24]([F:27])=[CH:23][C:22]=3[F:28])[C:18]3[C@H:17]4[CH2:29][C@H:16]4[CH2:15][C:14]2=3)=[O:12])[CH2:7][CH2:8][CH2:9]1)(=[O:5])[NH2:30], predict the reactants needed to synthesize it. The reactants are: C(O[C:4]([C:6]1([NH:10][C:11]([C:13]2[C:14]3[CH2:15][C@@H:16]4[CH2:29][C@@H:17]4[C:18]=3[N:19]([C:21]3[CH:26]=[CH:25][C:24]([F:27])=[CH:23][C:22]=3[F:28])[N:20]=2)=[O:12])[CH2:9][CH2:8][CH2:7]1)=[O:5])C.[NH3:30]. (2) Given the product [C:1]([O:5][C:6]([N:8]1[CH2:12][CH:11]([C:13]2[CH:18]=[CH:17][CH:16]=[CH:15][CH:14]=2)[CH2:10][CH2:9]1)=[O:7])([CH3:4])([CH3:2])[CH3:3], predict the reactants needed to synthesize it. The reactants are: [C:1]([O:5][C:6]([N:8]1[CH2:12][C@H:11]([C:13]2[CH:18]=[CH:17][CH:16]=[CH:15][CH:14]=2)[C@@H:10](C=O)[CH2:9]1)=[O:7])([CH3:4])([CH3:3])[CH3:2].C(O[BH-](OC(=O)C)OC(=O)C)(=O)C.[Na+]. (3) The reactants are: [OH:1][CH2:2][CH2:3][CH2:4][C:5]1([CH:29]([CH3:31])[CH3:30])OC(=O)[N:8]([C@H:12]([C:14]2[CH:19]=[CH:18][C:17](B3OC(C)(C)C(C)(C)O3)=[CH:16][CH:15]=2)[CH3:13])[CH2:7][CH2:6]1.CC(C)(C[C@@]1(C2C=CC=CC=2)OC(=O)N([C@H](C2C=CC([C:52]3[CH:57]=[CH:56][NH:55][C:54](=[O:58])[CH:53]=3)=CC=2)C)CC1)C#N.[C:66]([O-:69])([O-])=[O:67].[Cs+].[Cs+].[CH3:72]COC(C)=O. Given the product [OH:1][CH2:2][CH2:3][CH2:4][C:5]1([CH:29]([CH3:30])[CH3:31])[O:69][C:66](=[O:67])[N:8]([C@H:12]([C:14]2[CH:15]=[CH:16][C:17]([C:52]3[CH:57]=[CH:56][N:55]([CH3:72])[C:54](=[O:58])[CH:53]=3)=[CH:18][CH:19]=2)[CH3:13])[CH2:7][CH2:6]1, predict the reactants needed to synthesize it. (4) Given the product [CH3:44][O:45][CH2:46][CH2:47][NH:48][C:49](=[O:54])[CH2:50][CH2:51][N:52]([CH2:35][C:31]1[CH:30]=[C:29]([CH:34]=[CH:33][CH:32]=1)[C:28]([NH:27][C:16]1[CH:17]=[CH:18][C:19]([N:21]2[CH2:26][CH2:25][CH2:24][CH2:23][CH2:22]2)=[CH:20][C:15]=1[C:11]1[CH:10]=[C:9]([CH:14]=[CH:13][N:12]=1)[C:8]([NH:7][CH2:6][C:5]1[CH:39]=[CH:40][CH:41]=[C:3]([C:2]([F:43])([F:42])[F:1])[CH:4]=1)=[O:38])=[O:37])[CH3:53], predict the reactants needed to synthesize it. The reactants are: [F:1][C:2]([F:43])([F:42])[C:3]1[CH:4]=[C:5]([CH:39]=[CH:40][CH:41]=1)[CH2:6][NH:7][C:8](=[O:38])[C:9]1[CH:14]=[CH:13][N:12]=[C:11]([C:15]2[CH:20]=[C:19]([N:21]3[CH2:26][CH2:25][CH2:24][CH2:23][CH2:22]3)[CH:18]=[CH:17][C:16]=2[NH:27][C:28](=[O:37])[C:29]2[CH:34]=[CH:33][CH:32]=[C:31]([CH2:35]Br)[CH:30]=2)[CH:10]=1.[CH3:44][O:45][CH2:46][CH2:47][NH:48][C:49](=[O:54])[CH2:50][CH2:51][NH:52][CH3:53].C(=O)([O-])[O-].[K+].[K+].[I-].[K+]. (5) Given the product [CH:1]1([C:5]([C:17]2[CH:18]=[CH:19][C:14]([S:13][CH3:12])=[CH:15][CH:16]=2)=[O:6])[CH2:4][CH2:3][CH2:2]1, predict the reactants needed to synthesize it. The reactants are: [CH:1]1([C:5](Cl)=[O:6])[CH2:4][CH2:3][CH2:2]1.[Al+3].[Cl-].[Cl-].[Cl-].[CH3:12][S:13][C:14]1[CH:19]=[CH:18][CH:17]=[CH:16][CH:15]=1. (6) The reactants are: [CH:1]([NH:4][C:5]([N:7]1[C:15]2[C:10](=[CH:11][C:12]([C:16]([F:19])([F:18])[F:17])=[CH:13][CH:14]=2)[C:9]([NH:20][CH2:21][C:22](=[O:28])[NH:23][CH:24]2[CH2:27][NH:26][CH2:25]2)=[N:8]1)=[O:6])([CH3:3])[CH3:2].[CH:29]1([CH:36]2[CH2:41][CH2:40][CH2:39][CH2:38][CH2:37]2)[CH2:34][CH2:33][C:32](=O)[CH2:31][CH2:30]1. Given the product [CH:1]([NH:4][C:5]([N:7]1[C:15]2[C:10](=[CH:11][C:12]([C:16]([F:18])([F:19])[F:17])=[CH:13][CH:14]=2)[C:9]([NH:20][CH2:21][C:22](=[O:28])[NH:23][CH:24]2[CH2:25][N:26]([CH:39]3[CH2:40][CH2:41][CH:36]([CH:29]4[CH2:34][CH2:33][CH2:32][CH2:31][CH2:30]4)[CH2:37][CH2:38]3)[CH2:27]2)=[N:8]1)=[O:6])([CH3:3])[CH3:2], predict the reactants needed to synthesize it. (7) Given the product [CH3:20][O:21][C:22]([C:23]1[CH:24]=[C:25]([OH:27])[C:34]2[C:29](=[C:30]([O:36][CH3:37])[CH:31]=[CH:32][C:33]=2[Br:35])[N:28]=1)=[O:38], predict the reactants needed to synthesize it. The reactants are: BrC1C=CC(NC(=CC([O-])=O)C(OC)=O)=C(OC)C=1.[CH3:20][O:21][C:22](=[O:38])[C:23]([NH:28][C:29]1[CH:34]=[C:33]([Br:35])[CH:32]=[CH:31][C:30]=1[O:36][CH3:37])=[CH:24][C:25]([O-:27])=O.